Predict which catalyst facilitates the given reaction. From a dataset of Catalyst prediction with 721,799 reactions and 888 catalyst types from USPTO. (1) Reactant: [Na].Cl[P:3]([C:10]1[CH:15]=[CH:14][CH:13]=[CH:12][CH:11]=1)[C:4]1[CH:9]=[CH:8][CH:7]=[CH:6][CH:5]=1.[Na].C1(PC2C=CC=CC=2)C=CC=CC=1.Cl[C:31]1[CH:41]=[CH:40][CH:39]=[CH:38][C:32]=1[C:33]([O:35][CH2:36][CH3:37])=[O:34]. Product: [C:4]1([P:3]([C:38]2[CH:39]=[CH:40][CH:41]=[CH:31][C:32]=2[C:33]([O:35][CH2:36][CH3:37])=[O:34])[C:10]2[CH:15]=[CH:14][CH:13]=[CH:12][CH:11]=2)[CH:9]=[CH:8][CH:7]=[CH:6][CH:5]=1. The catalyst class is: 7. (2) Reactant: [S:1]1[C:9]2[C:4](=[N:5][CH:6]=[CH:7][CH:8]=2)[N:3]=[C:2]1[SH:10].[F:11][C:12]([F:18])=[C:13]([F:17])[CH2:14][CH2:15]Br.C(=O)([O-])[O-].[K+].[K+].O. Product: [F:11][C:12]([F:18])=[C:13]([F:17])[CH2:14][CH2:15][S:10][C:2]1[S:1][C:9]2[C:4]([N:3]=1)=[N:5][CH:6]=[CH:7][CH:8]=2. The catalyst class is: 9. (3) Reactant: [F:1][C:2]1[CH:3]=[CH:4][C:5]2[C:14]([OH:15])=[CH:13][C:12]3[CH:11]=[N:10][N:9]=[C:8]([O:16][CH3:17])[C:7]=3[C:6]=2[CH:18]=1.[N:19](OC(C)(C)C)=[O:20].Cl.O1CCOCC1.C([O-])(O)=O.[Na+]. The catalyst class is: 3. Product: [F:1][C:2]1[CH:3]=[CH:4][C:5]2[C:14](=[O:15])[C:13](=[N:19][OH:20])[C:12]3[CH:11]=[N:10][N:9]=[C:8]([O:16][CH3:17])[C:7]=3[C:6]=2[CH:18]=1.